From a dataset of Reaction yield outcomes from USPTO patents with 853,638 reactions. Predict the reaction yield, written as a fraction of the theoretical maximum amount of product (1.0 means a 100% yield; for example, 0.34 means a 34% yield). (1) The catalyst is [Na]. The product is [C:20]([O:19][C:15](=[O:18])[CH2:16][CH2:17][O:14][CH2:2][CH2:3][O:4][CH2:5][CH2:6][O:7][CH2:8][CH2:9][O:10][CH2:11][CH2:12][O:13][CH3:24])([CH3:23])([CH3:22])[CH3:21]. The yield is 0.790. The reactants are C[CH:2]([OH:14])[CH2:3][O:4][CH2:5][CH2:6][O:7][CH2:8][CH2:9][O:10][CH2:11][CH2:12][OH:13].[C:15]([O:19][C:20]([CH3:23])([CH3:22])[CH3:21])(=[O:18])[CH:16]=[CH2:17].[CH2:24]1COCC1. (2) The reactants are [NH:1]([C:3](=[O:15])[CH2:4][CH2:5][N:6]([CH3:14])[C:7](=[O:13])[O:8][C:9]([CH3:12])([CH3:11])[CH3:10])[NH2:2].[CH2:16]([O:23][N:24]1[C:30](=[O:31])[N:29]2[CH2:32][C@H:25]1[CH2:26][CH2:27][C@H:28]2[C:33](O)=[O:34])[C:17]1[CH:22]=[CH:21][CH:20]=[CH:19][CH:18]=1.CN(C(ON1N=NC2C=CC=NC1=2)=[N+](C)C)C.F[P-](F)(F)(F)(F)F.CCN(C(C)C)C(C)C. The catalyst is CN(C=O)C. The product is [CH2:16]([O:23][N:24]1[C:30](=[O:31])[N:29]2[CH2:32][C@H:25]1[CH2:26][CH2:27][C@H:28]2[C:33]([NH:2][NH:1][C:3](=[O:15])[CH2:4][CH2:5][N:6]([CH3:14])[C:7](=[O:13])[O:8][C:9]([CH3:10])([CH3:11])[CH3:12])=[O:34])[C:17]1[CH:18]=[CH:19][CH:20]=[CH:21][CH:22]=1. The yield is 0.780. (3) The reactants are [CH3:1][O:2][C:3]1[CH:4]=[C:5]([C:8]([O:11]COC)=[CH:9][N:10]=1)[CH:6]=[O:7].Cl.[C:16]([O-])([O-])=[O:17].[K+].[K+].C1[CH2:26][O:25][CH2:24]C1. The catalyst is O. The product is [OH:11][C:8]1[C:5]([CH:6]=[O:7])=[CH:4][C:3]([O:2][CH2:1][CH2:24][O:25][CH3:26])=[N:10][CH:9]=1.[OH:11][C:8]1[CH:9]=[N:10][C:3]([O:2][CH2:1][CH2:24][O:25][CH3:26])=[C:4]([CH:5]=1)[CH:16]=[O:17]. The yield is 0.600. (4) The reactants are [NH2:1][C:2]1[S:3][CH:4]=[C:5]([C:7]([CH3:10])([CH3:9])[CH3:8])[N:6]=1.[Br:11]N1C(=O)CCC1=O.CCCCCC. The catalyst is C(Cl)(Cl)(Cl)Cl. The product is [NH2:1][C:2]1[S:3][C:4]([Br:11])=[C:5]([C:7]([CH3:10])([CH3:9])[CH3:8])[N:6]=1. The yield is 0.937. (5) The reactants are C([O:8][CH2:9][CH2:10][N:11]1[C:23]2[CH2:22][CH2:21][CH2:20][CH:19]([C:24]([N:26]3[CH2:31][CH2:30][CH2:29][CH2:28][CH2:27]3)=[O:25])[C:18]=2[C:17]2[C:12]1=[CH:13][CH:14]=[CH:15][CH:16]=2)C1C=CC=CC=1. The catalyst is CO.[Pd]. The product is [OH:8][CH2:9][CH2:10][N:11]1[C:23]2[CH2:22][CH2:21][CH2:20][CH:19]([C:24]([N:26]3[CH2:31][CH2:30][CH2:29][CH2:28][CH2:27]3)=[O:25])[C:18]=2[C:17]2[C:12]1=[CH:13][CH:14]=[CH:15][CH:16]=2. The yield is 0.710. (6) The reactants are [N:1]1[CH:6]=[CH:5][CH:4]=[C:3]([C:7]([OH:9])=O)[N:2]=1.CN(C(ON1N=NC2C=CC=CC1=2)=[N+](C)C)C.[B-](F)(F)(F)F.C(N(C(C)C)C(C)C)C.[Cl:41][C:42]1[CH:47]=[CH:46][C:45]([C:48]2[CH:49]=[C:50]([NH2:61])[CH:51]=[N:52][C:53]=2[O:54][C@@H:55]([CH3:60])[C:56]([F:59])([F:58])[F:57])=[CH:44][CH:43]=1. The catalyst is CN(C=O)C. The product is [Cl:41][C:42]1[CH:43]=[CH:44][C:45]([C:48]2[CH:49]=[C:50]([NH:61][C:7]([C:3]3[N:2]=[N:1][CH:6]=[CH:5][CH:4]=3)=[O:9])[CH:51]=[N:52][C:53]=2[O:54][C@@H:55]([CH3:60])[C:56]([F:57])([F:58])[F:59])=[CH:46][CH:47]=1. The yield is 0.830. (7) The reactants are [OH-].[Na+].C[O:4][C:5](=[O:28])[CH2:6][CH2:7][C:8]([C:10]1[C:18]2[C:13](=[CH:14][CH:15]=[C:16]([Cl:19])[CH:17]=2)[N:12]([CH2:20][C:21]2[CH:26]=[CH:25][C:24]([Br:27])=[CH:23][CH:22]=2)[CH:11]=1)=[O:9].Cl. The catalyst is O1CCCC1.CO.O. The product is [Br:27][C:24]1[CH:23]=[CH:22][C:21]([CH2:20][N:12]2[C:13]3[C:18](=[CH:17][C:16]([Cl:19])=[CH:15][CH:14]=3)[C:10]([C:8](=[O:9])[CH2:7][CH2:6][C:5]([OH:28])=[O:4])=[CH:11]2)=[CH:26][CH:25]=1. The yield is 0.950. (8) The reactants are [CH3:1][C:2]([CH3:8])([CH3:7])[CH2:3][C:4](Cl)=[O:5].C([N:11](CC)CC)C.[Br:16][C:17]1[CH:22]=[C:21]([CH3:23])[C:20](N)=[C:19]([Cl:25])[CH:18]=1.O. The catalyst is C(#N)C. The product is [Br:16][C:17]1[CH:22]=[C:21]([CH3:23])[C:20]([CH:3]([C:2]([CH3:8])([CH3:7])[CH3:1])[C:4]([NH2:11])=[O:5])=[C:19]([Cl:25])[CH:18]=1. The yield is 1.00. (9) The yield is 0.400. The product is [O:30]=[C:20]1[NH:21][C:22](=[O:29])[C:23]2[CH2:24][CH2:25][CH2:26][CH2:27][C:28]=2[N:19]1[CH2:18][CH2:17][C:14]1[CH:15]=[CH:16][C:11]([NH:10][S:6]([C:2]2[S:1][CH:5]=[CH:4][CH:3]=2)(=[O:8])=[O:7])=[CH:12][CH:13]=1. The reactants are [S:1]1[CH:5]=[CH:4][CH:3]=[C:2]1[S:6](Cl)(=[O:8])=[O:7].[NH2:10][C:11]1[CH:16]=[CH:15][C:14]([CH2:17][CH2:18][N:19]2[C:28]3[CH2:27][CH2:26][CH2:25][CH2:24][C:23]=3[C:22](=[O:29])[NH:21][C:20]2=[O:30])=[CH:13][CH:12]=1.O.Cl. The catalyst is N1C=CC=CC=1.